From a dataset of Forward reaction prediction with 1.9M reactions from USPTO patents (1976-2016). Predict the product of the given reaction. (1) Given the reactants [Cl:1][C:2]1[CH:7]=[CH:6][CH:5]=[CH:4][C:3]=1[C@H:8]([O:10][C:11]1[CH:15]=[C:14]([N:16]2[C:20]3[CH:21]=[CH:22][C:23](B4OC(C)(C)C(C)(C)O4)=[CH:24][C:19]=3[N:18]=[CH:17]2)[S:13][C:12]=1[C:34]([NH2:36])=[O:35])[CH3:9].[NH2:37][C:38]1[N:43]=[C:42]([CH3:44])[C:41](Br)=[CH:40][CH:39]=1, predict the reaction product. The product is: [NH2:37][C:38]1[N:43]=[C:42]([CH3:44])[C:41]([C:23]2[CH:22]=[CH:21][C:20]3[N:16]([C:14]4[S:13][C:12]([C:34]([NH2:36])=[O:35])=[C:11]([O:10][C@@H:8]([C:3]5[CH:4]=[CH:5][CH:6]=[CH:7][C:2]=5[Cl:1])[CH3:9])[CH:15]=4)[CH:17]=[N:18][C:19]=3[CH:24]=2)=[CH:40][CH:39]=1. (2) Given the reactants [NH:1]1[CH:5]=[CH:4][C:3]([NH2:6])=[N:2]1.[H-].[Na+].[CH3:9][Si:10]([CH3:17])([CH3:16])[CH2:11][CH2:12][O:13][CH2:14]Cl.[Cl-].[NH4+], predict the reaction product. The product is: [CH3:9][Si:10]([CH3:17])([CH3:16])[CH2:11][CH2:12][O:13][CH2:14][N:1]1[CH:5]=[CH:4][C:3]([NH2:6])=[N:2]1. (3) Given the reactants C([N:3]([CH2:25][CH2:26][C:27]1[CH:32]=[CH:31][CH:30]=[CH:29][N:28]=1)[C:4]1[CH:9]=[CH:8][C:7]([NH:10][C:11]([C:13]2[CH2:17][CH2:16][CH2:15][C:14]=2[C:18]2[CH:23]=[CH:22][C:21]([CH3:24])=[CH:20][CH:19]=2)=[O:12])=[CH:6][CH:5]=1)=O.Cl.C(OCC)(=O)C.C(=O)([O-])[O-].[K+].[K+], predict the reaction product. The product is: [CH3:24][C:21]1[CH:22]=[CH:23][C:18]([C:14]2[CH2:15][CH2:16][CH2:17][C:13]=2[C:11]([NH:10][C:7]2[CH:6]=[CH:5][C:4]([NH:3][CH2:25][CH2:26][C:27]3[CH:32]=[CH:31][CH:30]=[CH:29][N:28]=3)=[CH:9][CH:8]=2)=[O:12])=[CH:19][CH:20]=1. (4) Given the reactants [CH3:1][O:2][C:3]1[C:8]2[O:9][C:10]([CH3:12])=[CH:11][C:7]=2[CH:6]=[CH:5][CH:4]=1.[CH3:13][O:14]C(Cl)Cl, predict the reaction product. The product is: [CH3:1][O:2][C:3]1[C:8]2[O:9][C:10]([CH3:12])=[CH:11][C:7]=2[C:6]([CH:13]=[O:14])=[CH:5][CH:4]=1. (5) Given the reactants [CH3:1][S:2]([C:5]1[CH:6]=[CH:7][C:8]([N:14]2[CH2:18][CH2:17][CH2:16][CH2:15]2)=[C:9]([CH:13]=1)[C:10]([OH:12])=[O:11])(=[O:4])=[O:3].Cl[C:20]1C=CC(S(C(C)C)(=O)=O)=C[C:21]=1C(O)=O.N1CC[O:38]CC1, predict the reaction product. The product is: [N:14]1([C:8]2[CH:7]=[CH:6][C:5]([S:2]([CH2:1][CH2:20][CH3:21])(=[O:4])=[O:3])=[CH:13][C:9]=2[C:10]([OH:12])=[O:11])[CH2:18][CH2:17][O:38][CH2:16][CH2:15]1. (6) Given the reactants I[C:2]1[N:3]=[N:4][C:5]2[C:10]([C:11]=1[NH:12][CH:13]([CH3:15])[CH3:14])=[CH:9][CH:8]=[C:7]([C:16]1[CH:21]=[CH:20][C:19]([S:22]([CH3:25])(=[O:24])=[O:23])=[CH:18][CH:17]=1)[CH:6]=2.C([Sn](CCCC)(CCCC)[C:31]1[N:32]=[CH:33][S:34][CH:35]=1)CCC, predict the reaction product. The product is: [CH:13]([NH:12][C:11]1[C:10]2[C:5](=[CH:6][C:7]([C:16]3[CH:21]=[CH:20][C:19]([S:22]([CH3:25])(=[O:24])=[O:23])=[CH:18][CH:17]=3)=[CH:8][CH:9]=2)[N:4]=[N:3][C:2]=1[C:31]1[N:32]=[CH:33][S:34][CH:35]=1)([CH3:15])[CH3:14]. (7) Given the reactants [Cl:1][C:2]1[C:3](F)=[CH:4][C:5]([F:22])=[C:6]([S:8]([N:11](COCC)[C:12]2[CH:17]=[CH:16][N:15]=[CH:14][N:13]=2)(=[O:10])=[O:9])[CH:7]=1.ClC1C(F)=CC(F)=C(S(/N=C2/N=CN(COCC)C=C/2)(=O)=O)C=1.[NH2:47][C:48]1[CH:53]=[C:52]([C:54]2[CH:59]=[C:58]([Cl:60])[CH:57]=[CH:56][C:55]=2[OH:61])[CH:51]=[CH:50][N:49]=1, predict the reaction product. The product is: [NH2:47][C:48]1[CH:53]=[C:52]([C:54]2[CH:59]=[C:58]([Cl:60])[CH:57]=[CH:56][C:55]=2[O:61][C:3]2[C:2]([Cl:1])=[CH:7][C:6]([S:8]([NH:11][C:12]3[CH:17]=[CH:16][N:15]=[CH:14][N:13]=3)(=[O:9])=[O:10])=[C:5]([F:22])[CH:4]=2)[CH:51]=[CH:50][N:49]=1. (8) Given the reactants [CH2:1](C1C=C(C(OCOC)(C(F)(F)F)C(F)(F)F)C=C(CCC)C=1O)CC.ClC1C=C(B(O)O)C=CN=1.Cl[C:38]1[CH:43]=[C:42]([O:44][C:45]2[C:50]([CH2:51][CH2:52][CH3:53])=[CH:49][C:48]([C:54]([O:63]COC)([C:59]([F:62])([F:61])[F:60])[C:55]([F:58])([F:57])[F:56])=[CH:47][C:46]=2[CH2:67][CH2:68][CH3:69])[CH:41]=[CH:40][N:39]=1.[CH3:70][C:71]1([C:78]2[CH:83]=[CH:82][C:81]([O:84][CH:85]([CH3:87])[CH3:86])=[CH:80][CH:79]=2)[NH:75][C:74](=[O:76])[NH:73][C:72]1=[O:77], predict the reaction product. The product is: [F:56][C:55]([F:57])([F:58])[C:54]([C:48]1[CH:47]=[C:46]([CH2:67][CH2:68][CH3:69])[C:45]([O:44][C:42]2[CH:41]=[CH:40][N:39]=[C:38]([CH2:1][N:73]3[C:72](=[O:77])[C:71]([C:78]4[CH:83]=[CH:82][C:81]([O:84][CH:85]([CH3:87])[CH3:86])=[CH:80][CH:79]=4)([CH3:70])[NH:75][C:74]3=[O:76])[CH:43]=2)=[C:50]([CH2:51][CH2:52][CH3:53])[CH:49]=1)([OH:63])[C:59]([F:62])([F:61])[F:60]. (9) Given the reactants Br[C:2]1[C:11]2[O:10][CH2:9][CH2:8][O:7][C:6]=2[C:5]([O:12][CH3:13])=[CH:4][CH:3]=1.CCCCCC.C([Li])CCC.[CH2:25]([O:27][C:28]([CH:30]1[CH2:35][CH2:34][C:33](=[O:36])[CH2:32][CH2:31]1)=[O:29])[CH3:26].Cl, predict the reaction product. The product is: [OH:36][C:33]1([C:2]2[C:11]3[O:10][CH2:9][CH2:8][O:7][C:6]=3[C:5]([O:12][CH3:13])=[CH:4][CH:3]=2)[CH2:32][CH2:31][CH:30]([C:28]([O:27][CH2:25][CH3:26])=[O:29])[CH2:35][CH2:34]1.